Dataset: Full USPTO retrosynthesis dataset with 1.9M reactions from patents (1976-2016). Task: Predict the reactants needed to synthesize the given product. (1) Given the product [NH2:8][C:9]1[C:14]([O:15][CH3:16])=[CH:13][C:12]([N:17]2[CH2:22][CH2:21][N:20]([C:23]([O:25][C:26]([CH3:28])([CH3:27])[CH3:29])=[O:24])[CH2:19][CH2:18]2)=[C:11]([CH3:30])[CH:10]=1, predict the reactants needed to synthesize it. The reactants are: C([N:8](CC1C=CC=CC=1)[C:9]1[C:14]([O:15][CH3:16])=[CH:13][C:12]([N:17]2[CH2:22][CH2:21][N:20]([C:23]([O:25][C:26]([CH3:29])([CH3:28])[CH3:27])=[O:24])[CH2:19][CH2:18]2)=[C:11]([CH3:30])[CH:10]=1)C1C=CC=CC=1. (2) The reactants are: [N:1]1([CH2:7][CH2:8][NH2:9])[CH2:6][CH2:5][O:4][CH2:3][CH2:2]1.C1([O:16][C:17](=O)[NH:18][C:19]2[S:20][C:21]3[CH:27]=[C:26]([S:28][C:29]#[N:30])[CH:25]=[CH:24][C:22]=3[N:23]=2)C=CC=CC=1. Given the product [N:1]1([CH2:7][CH2:8][NH:9][C:17]([NH:18][C:19]2[S:20][C:21]3[CH:27]=[C:26]([S:28][C:29]#[N:30])[CH:25]=[CH:24][C:22]=3[N:23]=2)=[O:16])[CH2:6][CH2:5][O:4][CH2:3][CH2:2]1, predict the reactants needed to synthesize it. (3) Given the product [Cl:17][C:18]1[CH:19]=[C:20]([CH:21]([OH:22])[C:2]2[CH:9]=[CH:8][C:5]([C:6]#[N:7])=[CH:4][C:3]=2[O:10][CH3:11])[CH:23]=[CH:24][C:25]=1[Cl:26], predict the reactants needed to synthesize it. The reactants are: Br[C:2]1[CH:9]=[CH:8][C:5]([C:6]#[N:7])=[CH:4][C:3]=1[O:10][CH3:11].C([Mg]Cl)(C)C.[Cl:17][C:18]1[CH:19]=[C:20]([CH:23]=[CH:24][C:25]=1[Cl:26])[CH:21]=[O:22].[NH4+].[Cl-]. (4) Given the product [NH:11]1[C:12]2[C:8](=[CH:7][CH:6]=[CH:5][C:4]=2[NH2:1])[CH:9]=[CH:10]1, predict the reactants needed to synthesize it. The reactants are: [N+:1]([C:4]1[CH:5]=[CH:6][CH:7]=[C:8]2[C:12]=1[NH:11][CH:10]=[CH:9]2)([O-])=O. (5) The reactants are: [Br:1][C:2]1[CH:18]=[CH:17][C:16](I)=[CH:15][C:3]=1[CH2:4][C:5]1[CH:14]=[CH:13][C:8]2[O:9][CH2:10][CH2:11][O:12][C:7]=2[CH:6]=1.[Li][CH2:21]CCC.C[Si](C)(C)[O:27][C@@H:28]1[C@@H:33]([O:34][Si](C)(C)C)[C@H:32]([O:39][Si](C)(C)C)[C@@H:31]([CH2:44][O:45][Si](C)(C)C)[O:30][C:29]1=[O:50].S(O)(C)(=O)=O.C(=O)(O)[O-].[Na+]. Given the product [Br:1][C:2]1[CH:18]=[CH:17][C:16]([C:29]2([O:50][CH3:21])[C@H:28]([OH:27])[C@@H:33]([OH:34])[C@H:32]([OH:39])[C@@H:31]([CH2:44][OH:45])[O:30]2)=[CH:15][C:3]=1[CH2:4][C:5]1[CH:14]=[CH:13][C:8]2[O:9][CH2:10][CH2:11][O:12][C:7]=2[CH:6]=1, predict the reactants needed to synthesize it. (6) Given the product [CH2:31]([O:30][C:28]([NH:1][CH2:2][C@@H:3]([OH:18])[CH2:4][N:5]1[CH2:10][CH2:9][N:8]([C:11]([O:13][C:14]([CH3:15])([CH3:17])[CH3:16])=[O:12])[CH2:7][CH2:6]1)=[O:29])[C:32]1[CH:37]=[CH:36][CH:35]=[CH:34][CH:33]=1, predict the reactants needed to synthesize it. The reactants are: [NH2:1][CH2:2][C@@H:3]([OH:18])[CH2:4][N:5]1[CH2:10][CH2:9][N:8]([C:11]([O:13][C:14]([CH3:17])([CH3:16])[CH3:15])=[O:12])[CH2:7][CH2:6]1.C(N(C(C)C)CC)(C)C.[C:28](Cl)([O:30][CH2:31][C:32]1[CH:37]=[CH:36][CH:35]=[CH:34][CH:33]=1)=[O:29].O. (7) Given the product [CH2:1]([O:3][C:4]1[CH:9]=[C:8]([C:10]([OH:12])=[O:11])[CH:7]=[CH:6][C:5]=1[C:14]1[CH:19]=[CH:18][CH:17]=[CH:16][C:15]=1[CH3:20])[CH3:2], predict the reactants needed to synthesize it. The reactants are: [CH2:1]([O:3][C:4]1[CH:9]=[C:8]([C:10]([O:12]C)=[O:11])[CH:7]=[CH:6][C:5]=1[C:14]1[CH:19]=[CH:18][CH:17]=[CH:16][C:15]=1[CH3:20])[CH3:2].[OH-].[Li+].